From a dataset of Forward reaction prediction with 1.9M reactions from USPTO patents (1976-2016). Predict the product of the given reaction. Given the reactants C1(C)C=CC=CC=1.CC1(C)C(C)(C)OB([C:16]2[CH2:21][CH2:20][N:19]([C:22]([O:24][C:25]([CH3:28])([CH3:27])[CH3:26])=[O:23])[CH2:18][C:17]=2[C:29]([O:31][CH2:32][CH3:33])=[O:30])O1.Br[C:36]1[CH:50]=[C:49]([F:51])[C:48]([F:52])=[CH:47][C:37]=1[CH2:38][O:39][Si:40]([C:43]([CH3:46])([CH3:45])[CH3:44])([CH3:42])[CH3:41].C(=O)([O-])[O-].[Na+].[Na+], predict the reaction product. The product is: [Si:40]([O:39][CH2:38][C:37]1[CH:47]=[C:48]([F:52])[C:49]([F:51])=[CH:50][C:36]=1[C:16]1[CH2:21][CH2:20][N:19]([C:22]([O:24][C:25]([CH3:26])([CH3:27])[CH3:28])=[O:23])[CH2:18][C:17]=1[C:29]([O:31][CH2:32][CH3:33])=[O:30])([C:43]([CH3:46])([CH3:45])[CH3:44])([CH3:42])[CH3:41].